This data is from Full USPTO retrosynthesis dataset with 1.9M reactions from patents (1976-2016). The task is: Predict the reactants needed to synthesize the given product. (1) The reactants are: C([SiH2][O:6][C:7](C)(C)[CH:8]1[O:12][C:11](=[O:13])[N:10]([C:14]2[CH:19]=[CH:18][C:17]([C:20]3[CH:25]=[CH:24][C:23]([CH2:26][O:27][CH:28]4[CH2:33][O:32][C:31]5=[N:34][C:35]([N+:37]([O-:39])=[O:38])=[CH:36][N:30]5[CH2:29]4)=[CH:22][N:21]=3)=[C:16]([F:40])[CH:15]=2)[CH2:9]1)(C)(C)C.BrC1N=CC(COC2COC3=NC([N+]([O-])=O)=CN3C2)=CC=1.C([SiH2]OC(C)(C)C1OC(=O)N(C2C=CC(B3OC(C)(C)C(C)(C)O3)=C(F)C=2)C1)(C)(C)C.C([O-])([O-])=O.[K+].[K+]. Given the product [F:40][C:16]1[CH:15]=[C:14]([N:10]2[CH2:9][CH:8]([CH2:7][OH:6])[O:12][C:11]2=[O:13])[CH:19]=[CH:18][C:17]=1[C:20]1[CH:25]=[CH:24][C:23]([CH2:26][O:27][CH:28]2[CH2:33][O:32][C:31]3=[N:34][C:35]([N+:37]([O-:39])=[O:38])=[CH:36][N:30]3[CH2:29]2)=[CH:22][N:21]=1, predict the reactants needed to synthesize it. (2) Given the product [ClH:35].[O:33]=[C:9]1[CH:10]=[CH:11][C:12]([C:14]2[C:23]3[C:18](=[CH:19][C:20]([O:29][CH3:30])=[C:21]4[O:26][C:25]([CH3:27])([CH3:28])[CH2:24][C:22]4=3)[CH2:17][C:16]([CH3:31])([CH3:32])[N:15]=2)=[CH:13][N:8]1[CH2:7][C:6]([OH:34])=[O:5], predict the reactants needed to synthesize it. The reactants are: CC([O:5][C:6](=[O:34])[CH2:7][N:8]1[CH:13]=[C:12]([C:14]2[C:23]3[C:18](=[CH:19][C:20]([O:29][CH3:30])=[C:21]4[O:26][C:25]([CH3:28])([CH3:27])[CH2:24][C:22]4=3)[CH2:17][C:16]([CH3:32])([CH3:31])[N:15]=2)[CH:11]=[CH:10][C:9]1=[O:33])(C)C.[ClH:35]. (3) Given the product [NH:8]1[CH2:13][CH2:12][CH:11]([N:14]2[C:27]3[CH:26]=[CH:25][C:24]([C:28]4[NH:32][N:31]=[N:30][N:29]=4)=[CH:23][C:22]=3[O:21][C:20]3[C:15]2=[CH:16][CH:17]=[CH:18][CH:19]=3)[CH2:10][CH2:9]1, predict the reactants needed to synthesize it. The reactants are: C(OC([N:8]1[CH2:13][CH2:12][CH:11]([N:14]2[C:27]3[CH:26]=[CH:25][C:24]([C:28]4[NH:32][N:31]=[N:30][N:29]=4)=[CH:23][C:22]=3[O:21][C:20]3[C:15]2=[CH:16][CH:17]=[CH:18][CH:19]=3)[CH2:10][CH2:9]1)=O)(C)(C)C.Cl. (4) Given the product [N:10]1[CH:11]=[CH:12][CH:13]=[CH:14][C:9]=1[N:1]1[CH2:5][CH2:4][C@H:3]([CH2:6][OH:7])[CH2:2]1, predict the reactants needed to synthesize it. The reactants are: [NH:1]1[CH2:5][CH2:4][C@H:3]([CH2:6][OH:7])[CH2:2]1.F[C:9]1[CH:14]=[CH:13][CH:12]=[CH:11][N:10]=1.C(N(CC)CC)C. (5) Given the product [NH2:8][C:9]1[S:13][C:12]([C:40]2[C:41]([F:48])=[CH:42][CH:43]=[C:44]([O:45][CH2:46][CH3:47])[C:39]=2[F:38])=[N:11][C:10]=1[C:15]([NH:17][C:18]1[CH:19]=[N:20][CH:21]=[CH:22][C:23]=1[N:24]1[CH2:29][CH2:28][CH2:27][C@H:26]([NH2:30])[CH2:25]1)=[O:16], predict the reactants needed to synthesize it. The reactants are: C(OC([NH:8][C:9]1[S:13][C:12](Br)=[N:11][C:10]=1[C:15]([NH:17][C:18]1[CH:19]=[N:20][CH:21]=[CH:22][C:23]=1[N:24]1[CH2:29][CH2:28][CH2:27][C@H:26]([NH:30]C(=O)OC(C)(C)C)[CH2:25]1)=[O:16])=O)(C)(C)C.[F:38][C:39]1[C:44]([O:45][CH2:46][CH3:47])=[CH:43][CH:42]=[C:41]([F:48])[C:40]=1B(O)O.C(O)(C(F)(F)F)=O. (6) Given the product [NH2:8][C:5]1[C:4]2[C:13]([C:16]3[CH:21]=[CH:20][C:19]([NH:22][C:23]([C:25]4[N:26]([CH3:34])[C:27]5[C:32]([CH:33]=4)=[CH:31][CH:30]=[CH:29][CH:28]=5)=[O:24])=[C:18]([O:35][CH3:36])[CH:17]=3)=[CH:14][S:15][C:3]=2[C:2]([NH:1][C:44]([NH:43][C:37]2[CH:42]=[CH:41][CH:40]=[CH:39][CH:38]=2)=[O:45])=[CH:7][N:6]=1, predict the reactants needed to synthesize it. The reactants are: [NH2:1][C:2]1[C:3]2[S:15][CH:14]=[C:13]([C:16]3[CH:21]=[CH:20][C:19]([NH:22][C:23]([C:25]4[N:26]([CH3:34])[C:27]5[C:32]([CH:33]=4)=[CH:31][CH:30]=[CH:29][CH:28]=5)=[O:24])=[C:18]([O:35][CH3:36])[CH:17]=3)[C:4]=2[C:5]([N:8]=CN(C)C)=[N:6][CH:7]=1.[C:37]1([N:43]=[C:44]=[O:45])[CH:42]=[CH:41][CH:40]=[CH:39][CH:38]=1. (7) Given the product [CH3:1][O:2][C:3](=[O:12])[C:4]1[CH:9]=[C:8]([Cl:10])[CH:7]=[C:6]([N+:13]([O-:15])=[O:14])[C:5]=1[OH:11], predict the reactants needed to synthesize it. The reactants are: [CH3:1][O:2][C:3](=[O:12])[C:4]1[CH:9]=[C:8]([Cl:10])[CH:7]=[CH:6][C:5]=1[OH:11].[N+:13]([O-])([OH:15])=[O:14]. (8) Given the product [F:5][C:6]1[CH:7]=[C:8]([CH:27]=[CH:28][C:29]=1[F:30])[C:9]([N:11]1[C:19]2[C:14](=[CH:15][C:16]([OH:20])=[CH:17][CH:18]=2)[C:13]([CH2:22][C:23]([OH:25])=[O:24])=[C:12]1[CH3:26])=[O:10], predict the reactants needed to synthesize it. The reactants are: B(Br)(Br)Br.[F:5][C:6]1[CH:7]=[C:8]([CH:27]=[CH:28][C:29]=1[F:30])[C:9]([N:11]1[C:19]2[C:14](=[CH:15][C:16]([O:20]C)=[CH:17][CH:18]=2)[C:13]([CH2:22][C:23]([OH:25])=[O:24])=[C:12]1[CH3:26])=[O:10]. (9) Given the product [CH2:1]([O:3][C:4]([C:6]1[C:14]2[C:13](=[O:15])[N:12]([CH3:16])[C:11](=[O:17])[N:10]([CH:18]([CH3:19])[CH3:20])[C:9]=2[S:8][C:7]=1[CH:27]([C:26]1[C:22]([CH3:21])=[N:23][S:24][C:25]=1[CH3:29])[OH:28])=[O:5])[CH3:2], predict the reactants needed to synthesize it. The reactants are: [CH2:1]([O:3][C:4]([C:6]1[C:14]2[C:13](=[O:15])[N:12]([CH3:16])[C:11](=[O:17])[N:10]([CH:18]([CH3:20])[CH3:19])[C:9]=2[S:8][CH:7]=1)=[O:5])[CH3:2].[CH3:21][C:22]1[C:26]([CH:27]=[O:28])=[C:25]([CH3:29])[S:24][N:23]=1.